Predict the product of the given reaction. From a dataset of Forward reaction prediction with 1.9M reactions from USPTO patents (1976-2016). (1) Given the reactants [C:1]([O:4][C@H:5]1[C@@H:11]([O:12][C:13](=[O:15])[CH3:14])[C@H:10]([CH2:16][O:17][C:18](=[O:20])[CH3:19])[O:9][CH:6]1OC)(=[O:3])[CH3:2].C(OC(C)C)(C)C.C(OC(=O)C)(=O)C.S(=O)(=O)(O)O.[C:40]([O-:43])(=[O:42])[CH3:41].[Na+].C(=O)(O)[O-].[Na+], predict the reaction product. The product is: [C:40]([O:43][CH:6]1[O:9][C@@H:10]([CH2:16][O:17][C:18](=[O:20])[CH3:19])[C@H:11]([O:12][C:13](=[O:15])[CH3:14])[C@@H:5]1[O:4][C:1](=[O:3])[CH3:2])(=[O:42])[CH3:41]. (2) Given the reactants [CH3:1][O:2][C:3]1[CH:4]=[C:5]([CH:10]=[CH:11][C:12]=1[CH3:13])[C:6]([O:8][CH3:9])=[O:7].CO.S(Cl)(Cl)=O.[Br:20]N1C(=O)C(C)(C)N(Br)C1=O, predict the reaction product. The product is: [CH3:1][O:2][C:3]1[CH:4]=[C:5]([CH:10]=[CH:11][C:12]=1[CH2:13][Br:20])[C:6]([O:8][CH3:9])=[O:7].